This data is from NCI-60 drug combinations with 297,098 pairs across 59 cell lines. The task is: Regression. Given two drug SMILES strings and cell line genomic features, predict the synergy score measuring deviation from expected non-interaction effect. (1) Drug 1: CCCS(=O)(=O)NC1=C(C(=C(C=C1)F)C(=O)C2=CNC3=C2C=C(C=N3)C4=CC=C(C=C4)Cl)F. Cell line: UO-31. Drug 2: C1=C(C(=O)NC(=O)N1)F. Synergy scores: CSS=36.5, Synergy_ZIP=1.07, Synergy_Bliss=1.43, Synergy_Loewe=2.96, Synergy_HSA=3.74. (2) Cell line: HOP-92. Drug 2: CC1C(C(CC(O1)OC2CC(CC3=C2C(=C4C(=C3O)C(=O)C5=CC=CC=C5C4=O)O)(C(=O)C)O)N)O. Synergy scores: CSS=51.1, Synergy_ZIP=-1.22, Synergy_Bliss=-1.58, Synergy_Loewe=2.62, Synergy_HSA=5.26. Drug 1: COC1=C2C(=CC3=C1OC=C3)C=CC(=O)O2. (3) Drug 1: CC1=C(C(CCC1)(C)C)C=CC(=CC=CC(=CC(=O)O)C)C. Drug 2: C1CN1C2=NC(=NC(=N2)N3CC3)N4CC4. Cell line: SNB-75. Synergy scores: CSS=15.4, Synergy_ZIP=-9.67, Synergy_Bliss=-0.713, Synergy_Loewe=-15.4, Synergy_HSA=-0.392. (4) Drug 1: C1CN1P(=S)(N2CC2)N3CC3. Drug 2: CC12CCC3C(C1CCC2OP(=O)(O)O)CCC4=C3C=CC(=C4)OC(=O)N(CCCl)CCCl.[Na+]. Cell line: ACHN. Synergy scores: CSS=31.0, Synergy_ZIP=-10.5, Synergy_Bliss=-3.95, Synergy_Loewe=-23.3, Synergy_HSA=-2.12. (5) Drug 1: CC12CCC(CC1=CCC3C2CCC4(C3CC=C4C5=CN=CC=C5)C)O. Drug 2: CN(CCCl)CCCl.Cl. Cell line: SW-620. Synergy scores: CSS=41.4, Synergy_ZIP=0.373, Synergy_Bliss=0.310, Synergy_Loewe=-1.47, Synergy_HSA=-1.48. (6) Drug 1: C1CCN(CC1)CCOC2=CC=C(C=C2)C(=O)C3=C(SC4=C3C=CC(=C4)O)C5=CC=C(C=C5)O. Drug 2: CC1C(C(CC(O1)OC2CC(CC3=C2C(=C4C(=C3O)C(=O)C5=C(C4=O)C(=CC=C5)OC)O)(C(=O)CO)O)N)O.Cl. Cell line: M14. Synergy scores: CSS=44.5, Synergy_ZIP=0.224, Synergy_Bliss=1.59, Synergy_Loewe=-0.230, Synergy_HSA=-0.0250. (7) Drug 1: CCC(=C(C1=CC=CC=C1)C2=CC=C(C=C2)OCCN(C)C)C3=CC=CC=C3.C(C(=O)O)C(CC(=O)O)(C(=O)O)O. Drug 2: CNC(=O)C1=NC=CC(=C1)OC2=CC=C(C=C2)NC(=O)NC3=CC(=C(C=C3)Cl)C(F)(F)F. Cell line: NCI-H522. Synergy scores: CSS=3.03, Synergy_ZIP=-4.29, Synergy_Bliss=-5.44, Synergy_Loewe=-3.35, Synergy_HSA=-3.46.